This data is from NCI-60 drug combinations with 297,098 pairs across 59 cell lines. The task is: Regression. Given two drug SMILES strings and cell line genomic features, predict the synergy score measuring deviation from expected non-interaction effect. Drug 1: CC1=C2C(C(=O)C3(C(CC4C(C3C(C(C2(C)C)(CC1OC(=O)C(C(C5=CC=CC=C5)NC(=O)C6=CC=CC=C6)O)O)OC(=O)C7=CC=CC=C7)(CO4)OC(=O)C)O)C)OC(=O)C. Drug 2: CC1C(C(CC(O1)OC2CC(OC(C2O)C)OC3=CC4=CC5=C(C(=O)C(C(C5)C(C(=O)C(C(C)O)O)OC)OC6CC(C(C(O6)C)O)OC7CC(C(C(O7)C)O)OC8CC(C(C(O8)C)O)(C)O)C(=C4C(=C3C)O)O)O)O. Cell line: HT29. Synergy scores: CSS=67.6, Synergy_ZIP=-1.28, Synergy_Bliss=1.03, Synergy_Loewe=-7.93, Synergy_HSA=1.72.